This data is from Cav3 T-type calcium channel HTS with 100,875 compounds. The task is: Binary Classification. Given a drug SMILES string, predict its activity (active/inactive) in a high-throughput screening assay against a specified biological target. The drug is Fc1cc2c(NC(=O)CCN3CCN(CC3)C(=O)c3occc3)c([nH]c2cc1)C(OC)=O. The result is 0 (inactive).